Dataset: Reaction yield outcomes from USPTO patents with 853,638 reactions. Task: Predict the reaction yield, written as a fraction of the theoretical maximum amount of product (1.0 means a 100% yield; for example, 0.34 means a 34% yield). (1) The reactants are C([O-])(O)=O.[Na+].Cl.[OH:7][CH:8]1[O:16][C@H:15]([CH2:17][OH:18])[C@@H:13]([OH:14])[C@H:11]([OH:12])[C@@H:9]1[NH2:10].[CH2:19]([O:26][CH2:27][C:28](Cl)=[O:29])[C:20]1[CH:25]=[CH:24][CH:23]=[CH:22][CH:21]=1. No catalyst specified. The product is [CH2:19]([O:26][CH2:27][C:28]([NH:10][C@H:9]1[C@@H:11]([OH:12])[C@H:13]([OH:14])[C@@H:15]([CH2:17][OH:18])[O:16][CH:8]1[OH:7])=[O:29])[C:20]1[CH:25]=[CH:24][CH:23]=[CH:22][CH:21]=1. The yield is 0.680. (2) The reactants are [N+:1]([C:4]1[CH:9]=[CH:8][C:7]([CH2:10][C:11]([NH2:13])=[O:12])=[CH:6][CH:5]=1)([O-:3])=[O:2].Br[CH2:15][C:16](=O)[CH2:17][CH3:18].CN(C)C=O.C(=O)([O-])[O-].[K+].[K+]. The catalyst is C(OCC)(=O)C.O. The product is [CH2:17]([C:16]1[N:13]=[C:11]([CH2:10][C:7]2[CH:6]=[CH:5][C:4]([N+:1]([O-:3])=[O:2])=[CH:9][CH:8]=2)[O:12][CH:15]=1)[CH3:18]. The yield is 0.140.